From a dataset of Reaction yield outcomes from USPTO patents with 853,638 reactions. Predict the reaction yield, written as a fraction of the theoretical maximum amount of product (1.0 means a 100% yield; for example, 0.34 means a 34% yield). (1) The reactants are [Br:1][C:2]1[C:3](F)=[C:4]2[C:10]([NH:11][C:12](=[O:19])[C:13]3[CH:18]=[CH:17][CH:16]=[N:15][CH:14]=3)=[CH:9][NH:8][C:5]2=[N:6][CH:7]=1.[CH3:21][C:22]1([NH:27]C(=O)OC(C)(C)C)[CH2:26][CH2:25][NH:24][CH2:23]1.CCN(C(C)C)C(C)C.C(O)(C(F)(F)F)=O.C(Cl)[Cl:52]. The catalyst is CCCCO. The product is [ClH:52].[NH2:27][C:22]1([CH3:21])[CH2:26][CH2:25][N:24]([C:3]2[C:2]([Br:1])=[CH:7][N:6]=[C:5]3[NH:8][CH:9]=[C:10]([NH:11][C:12](=[O:19])[C:13]4[CH:18]=[CH:17][CH:16]=[N:15][CH:14]=4)[C:4]=23)[CH2:23]1. The yield is 0.540. (2) The reactants are [CH3:1][N:2]([CH2:4][C:5]1[CH:6]=[CH:7][C:8]([C:11]2([OH:21])[CH2:20][CH2:19][C:14]3(OCC[O:15]3)[CH2:13][CH2:12]2)=[N:9][CH:10]=1)[CH3:3].Cl.C([O-])(O)=O.[Na+]. The catalyst is C1COCC1. The product is [CH3:3][N:2]([CH2:4][C:5]1[CH:6]=[CH:7][C:8]([C:11]2([OH:21])[CH2:20][CH2:19][C:14](=[O:15])[CH2:13][CH2:12]2)=[N:9][CH:10]=1)[CH3:1]. The yield is 0.510.